Dataset: Forward reaction prediction with 1.9M reactions from USPTO patents (1976-2016). Task: Predict the product of the given reaction. (1) Given the reactants F[C:2]1[C:11]2[C:6](=[CH:7][CH:8]=[CH:9][CH:10]=2)[C:5]([S:12]([N:15]2[C:24]3[C:19](=[CH:20][CH:21]=[CH:22][CH:23]=3)[CH2:18][CH2:17][CH2:16]2)(=[O:14])=[O:13])=[CH:4][CH:3]=1.FC1C2C(=CC=CC=2)C(S([Cl:39])(=O)=O)=CC=1.[NH:40]1[C:49]2[C:44](=CC=CC=2)C[CH2:42][CH2:41]1.[N:50]1C=CC=CC=1, predict the reaction product. The product is: [ClH:39].[N:15]1([S:12]([C:5]2[C:6]3[C:11](=[CH:10][CH:9]=[CH:8][CH:7]=3)[C:2]([N:40]3[CH2:41][CH2:42][NH:50][CH2:44][CH2:49]3)=[CH:3][CH:4]=2)(=[O:14])=[O:13])[C:24]2[C:19](=[CH:20][CH:21]=[CH:22][CH:23]=2)[CH2:18][CH2:17][CH2:16]1. (2) Given the reactants [CH:1]1([NH:5][C:6]([C@@H:8]2[CH2:12][CH2:11][CH2:10][N:9]2[C:13](=[O:30])[CH2:14][O:15][C:16]2[C:25]3[C:20](=[CH:21][C:22]([CH3:26])=[CH:23][CH:24]=3)[N:19]=[C:18]([C:27](O)=[O:28])[CH:17]=2)=[O:7])[CH2:4][CH2:3][CH2:2]1.C1C=CC2N(O)N=NC=2C=1.CCN(C(C)C)C(C)C.Cl.[CH2:51]([O:55][C:56]([N:58]1[CH2:63][CH2:62][N:61]([C:64](=[O:88])[C@@H:65]([NH2:87])[CH2:66][CH2:67][CH2:68][O:69][Si:70]([C:83]([CH3:86])([CH3:85])[CH3:84])([C:77]2[CH:82]=[CH:81][CH:80]=[CH:79][CH:78]=2)[C:71]2[CH:76]=[CH:75][CH:74]=[CH:73][CH:72]=2)[CH2:60][CH2:59]1)=[O:57])[CH2:52][CH2:53][CH3:54], predict the reaction product. The product is: [CH2:51]([O:55][C:56]([N:58]1[CH2:59][CH2:60][N:61]([C:64](=[O:88])[C@@H:65]([NH:87][C:27]([C:18]2[CH:17]=[C:16]([O:15][CH2:14][C:13]([N:9]3[CH2:10][CH2:11][CH2:12][C@H:8]3[C:6](=[O:7])[NH:5][CH:1]3[CH2:4][CH2:3][CH2:2]3)=[O:30])[C:25]3[C:20](=[CH:21][C:22]([CH3:26])=[CH:23][CH:24]=3)[N:19]=2)=[O:28])[CH2:66][CH2:67][CH2:68][O:69][Si:70]([C:83]([CH3:86])([CH3:85])[CH3:84])([C:77]2[CH:82]=[CH:81][CH:80]=[CH:79][CH:78]=2)[C:71]2[CH:76]=[CH:75][CH:74]=[CH:73][CH:72]=2)[CH2:62][CH2:63]1)=[O:57])[CH2:52][CH2:53][CH3:54]. (3) Given the reactants FC(F)(F)C(O)=O.[CH2:8]1[C:14]2[CH:15]=[CH:16][C:17]([OH:19])=[CH:18][C:13]=2[CH2:12][CH2:11][NH:10][CH2:9]1.C(N(CC)CC)C.[CH:27]1([CH:30]=O)[CH2:29][CH2:28]1.C(O[BH-](OC(=O)C)OC(=O)C)(=O)C.[Na+], predict the reaction product. The product is: [CH:27]1([CH2:30][N:10]2[CH2:9][CH2:8][C:14]3[CH:15]=[CH:16][C:17]([OH:19])=[CH:18][C:13]=3[CH2:12][CH2:11]2)[CH2:29][CH2:28]1. (4) Given the reactants [C:1]([C:3]1[CH:8]=[CH:7][C:6]([CH2:9][C:10]([O:12][CH2:13][CH3:14])=[O:11])=[CH:5][CH:4]=1)#[N:2], predict the reaction product. The product is: [NH2:2][CH2:1][C:3]1[CH:8]=[CH:7][C:6]([CH2:9][C:10]([O:12][CH2:13][CH3:14])=[O:11])=[CH:5][CH:4]=1.